This data is from Forward reaction prediction with 1.9M reactions from USPTO patents (1976-2016). The task is: Predict the product of the given reaction. (1) The product is: [CH:25]1([C@H:23]([NH:22][C:4]2[N:3]=[C:2]([C:63]#[N:64])[N:10]=[C:9]3[C:5]=2[N:6]([CH2:11][C:12]2[CH:17]=[CH:16][C:15]([C:18]([F:19])([F:21])[F:20])=[CH:14][CH:13]=2)[CH:7]=[N:8]3)[CH3:24])[CH2:28][CH2:27][CH2:26]1. Given the reactants Cl[C:2]1[N:10]=[C:9]2[C:5]([N:6]([CH2:11][C:12]3[CH:17]=[CH:16][C:15]([C:18]([F:21])([F:20])[F:19])=[CH:14][CH:13]=3)[CH:7]=[N:8]2)=[C:4]([NH:22][C@@H:23]([CH:25]2[CH2:28][CH2:27][CH2:26]2)[CH3:24])[N:3]=1.C1(P(C2CCCCC2)C2C=CC=CC=2C2C(C(C)C)=CC(C(C)C)=CC=2C(C)C)CCCCC1.[CH3:63][N:64](C)C(=O)C, predict the reaction product. (2) Given the reactants CC1CCCO1.Cl.C12N(C3C=CC(N)=C(C(F)(F)F)C=3)C(CC1)CC2.O=C1C2C(=CC=CC=2C(F)(F)F)NC=C1C(O)=O.C(P1(=O)OP(CCC)(=O)OP(CCC)(=O)O1)CC.N1C=CC=CC=1.Cl.[CH:69]12[N:75]([C:76]3[CH:81]=[CH:80][C:79]([NH:82][C:83]([C:85]4[C:94](=[O:95])[C:93]5[C:88](=[CH:89][CH:90]=[CH:91][C:92]=5[C:96]([F:99])([F:98])[F:97])[NH:87][CH:86]=4)=[O:84])=[C:78]([C:100]([F:103])([F:102])[F:101])[CH:77]=3)[CH:72]([CH2:73][CH2:74]1)[CH2:71][CH2:70]2.Cl, predict the reaction product. The product is: [CH:72]12[N:75]([C:76]3[CH:81]=[CH:80][C:79]([NH:82][C:83]([C:85]4[C:94](=[O:95])[C:93]5[C:88](=[CH:89][CH:90]=[CH:91][C:92]=5[C:96]([F:97])([F:98])[F:99])[NH:87][CH:86]=4)=[O:84])=[C:78]([C:100]([F:103])([F:102])[F:101])[CH:77]=3)[CH:69]([CH2:70][CH2:71]1)[CH2:74][CH2:73]2. (3) Given the reactants [CH3:1][O:2][C:3]1[CH:4]=[C:5]([NH:13][C:14]2[CH:19]=[N:18][CH:17]=[C:16](OC3C=CC(N)=CC=3)[N:15]=2)[CH:6]=[C:7]([O:11][CH3:12])[C:8]=1[O:9][CH3:10].[F:28][C:29]1[CH:34]=[CH:33][C:32]([C:35](Cl)=[O:36])=[CH:31][CH:30]=1.C([N:40]([CH2:43][CH3:44])CC)C, predict the reaction product. The product is: [CH3:12][O:11][C:7]1[CH:6]=[C:5]([NH:13][C:14]2[CH:19]=[N:18][CH:17]=[C:16]([C:7]3[CH:8]=[CH:3][C:4]([C:35]([C:32]4[CH:33]=[CH:34][C:29]([F:28])=[CH:30][CH:31]=4)=[O:36])=[CH:44][C:43]=3[NH2:40])[N:15]=2)[CH:4]=[C:3]([O:2][CH3:1])[C:8]=1[O:9][CH3:10]. (4) Given the reactants NC1C=C(OC)C=CC=1O.[C:11]([O:14][C:15]1[CH:20]=[CH:19][C:18]([N+:21]([O-])=O)=[CH:17][CH:16]=1)(=[O:13])[CH3:12].COC1C=CC(O)=C([N+]([O-])=O)C=1, predict the reaction product. The product is: [C:11]([O:14][C:15]1[CH:20]=[CH:19][C:18]([NH2:21])=[CH:17][CH:16]=1)(=[O:13])[CH3:12]. (5) The product is: [CH:1]1([C:6]2([CH2:14][CH2:15][C:16]3[CH:21]=[CH:20][C:19]([O:22][CH:23]([CH3:24])[CH3:25])=[C:18]([F:26])[CH:17]=3)[O:11][C:10](=[O:12])[C:9]([CH2:33][C:30]3[CH:29]=[C:28]([CH3:27])[O:32][N:31]=3)=[C:8]([OH:13])[CH2:7]2)[CH2:5][CH2:4][CH2:3][CH2:2]1. Given the reactants [CH:1]1([C:6]2([CH2:14][CH2:15][C:16]3[CH:21]=[CH:20][C:19]([O:22][CH:23]([CH3:25])[CH3:24])=[C:18]([F:26])[CH:17]=3)[O:11][C:10](=[O:12])[CH2:9][C:8](=[O:13])[CH2:7]2)[CH2:5][CH2:4][CH2:3][CH2:2]1.[CH3:27][C:28]1[O:32][N:31]=[C:30]([CH:33]=O)[CH:29]=1.[Al+3].[Cl-].[Cl-].[Cl-], predict the reaction product. (6) Given the reactants [CH3:1][O:2][C:3]1[CH:40]=[CH:39][C:6]([CH2:7][N:8]([CH2:30][C:31]2[CH:36]=[CH:35][C:34]([O:37][CH3:38])=[CH:33][CH:32]=2)[C:9]2[N:14]=[CH:13][C:12]([C:15]3[C:16]4[CH2:29][CH2:28][NH:27][C:17]=4[N:18]=[C:19]([N:21]4[CH2:26][CH2:25][O:24][CH2:23][CH2:22]4)[N:20]=3)=[CH:11][N:10]=2)=[CH:5][CH:4]=1.[F:41][C:42]1[CH:47]=[CH:46][CH:45]=[C:44]([F:48])[C:43]=1[N:49]=[C:50]=[S:51].NC(N)=S, predict the reaction product. The product is: [F:41][C:42]1[CH:47]=[CH:46][CH:45]=[C:44]([F:48])[C:43]=1[NH:49][C:50]([N:27]1[C:17]2[N:18]=[C:19]([N:21]3[CH2:26][CH2:25][O:24][CH2:23][CH2:22]3)[N:20]=[C:15]([C:12]3[CH:11]=[N:10][C:9]([N:8]([CH2:7][C:6]4[CH:5]=[CH:4][C:3]([O:2][CH3:1])=[CH:40][CH:39]=4)[CH2:30][C:31]4[CH:32]=[CH:33][C:34]([O:37][CH3:38])=[CH:35][CH:36]=4)=[N:14][CH:13]=3)[C:16]=2[CH2:29][CH2:28]1)=[S:51]. (7) Given the reactants [NH:1]1[CH:5]=[C:4]([C:6]2[CH:11]=[C:10]([C:12]#[N:13])[CH:9]=[CH:8][N:7]=2)[N:3]=[CH:2]1.BrC[CH2:16][CH2:17][O:18][CH2:19]CCBr, predict the reaction product. The product is: [CH3:19][O:18][CH2:17][CH2:16][N:1]1[CH:5]=[C:4]([C:6]2[CH:11]=[C:10]([C:12]#[N:13])[CH:9]=[CH:8][N:7]=2)[N:3]=[CH:2]1. (8) Given the reactants [OH:1][C:2]1[C:3]([C:12](=[O:14])[CH3:13])=[N:4][C:5]2[C:10]([CH:11]=1)=[CH:9][CH:8]=[CH:7][CH:6]=2.[CH2:15]([O:22][C:23]1[CH:32]=[C:31]2[C:26]([C:27](Cl)=[CH:28][CH:29]=[N:30]2)=[CH:25][C:24]=1[O:34][CH3:35])[C:16]1[CH:21]=[CH:20][CH:19]=[CH:18][CH:17]=1.O, predict the reaction product. The product is: [CH2:15]([O:22][C:23]1[CH:32]=[C:31]2[C:26]([C:27]([O:1][C:2]3[C:3]([C:12](=[O:14])[CH3:13])=[N:4][C:5]4[C:10]([CH:11]=3)=[CH:9][CH:8]=[CH:7][CH:6]=4)=[CH:28][CH:29]=[N:30]2)=[CH:25][C:24]=1[O:34][CH3:35])[C:16]1[CH:17]=[CH:18][CH:19]=[CH:20][CH:21]=1. (9) Given the reactants Br[C:2]1[S:3][C:4](Br)=[CH:5][CH:6]=1.[C:8]1([SH:14])[CH:13]=[CH:12][CH:11]=[CH:10][CH:9]=1.Cl, predict the reaction product. The product is: [C:8]1([S:14][C:2]2[S:3][C:4]([S:14][C:8]3[CH:13]=[CH:12][CH:11]=[CH:10][CH:9]=3)=[CH:5][CH:6]=2)[CH:13]=[CH:12][CH:11]=[CH:10][CH:9]=1.